Dataset: Peptide-MHC class I binding affinity with 185,985 pairs from IEDB/IMGT. Task: Regression. Given a peptide amino acid sequence and an MHC pseudo amino acid sequence, predict their binding affinity value. This is MHC class I binding data. The MHC is HLA-A31:01 with pseudo-sequence HLA-A31:01. The binding affinity (normalized) is 0.455. The peptide sequence is LAMDEFIQR.